From a dataset of Reaction yield outcomes from USPTO patents with 853,638 reactions. Predict the reaction yield, written as a fraction of the theoretical maximum amount of product (1.0 means a 100% yield; for example, 0.34 means a 34% yield). (1) The reactants are [CH2:1]([NH:7][CH2:8][CH2:9][CH2:10][CH2:11][CH2:12][CH3:13])[CH2:2][CH2:3][CH2:4][CH2:5][CH3:6].[CH2:14]([O:16][C:17]1[C:21](OCC)=[N:20][S:19](=[O:26])(=[O:25])[N:18]=1)[CH3:15]. The catalyst is C(O)C. The product is [CH2:8]([N:7]([C:21]1[C:17]([O:16][CH2:14][CH3:15])=[N:18][S:19](=[O:26])(=[O:25])[N:20]=1)[CH2:1][CH2:2][CH2:3][CH2:4][CH2:5][CH3:6])[CH2:9][CH2:10][CH2:11][CH2:12][CH3:13]. The yield is 0.720. (2) The reactants are [Cl:1][C:2]1[CH:7]=[CH:6][CH:5]=[CH:4][C:3]=1[C:8]1[C:9]([C:34]([OH:36])=O)=[CH:10][C:11]([C:14]2[CH:15]=[CH:16][C:17]3[O:21][C:20]([C:22]4[CH:27]=[CH:26][C:25]([F:28])=[CH:24][CH:23]=4)=[C:19]([C:29](=[O:32])[NH:30][CH3:31])[C:18]=3[CH:33]=2)=[CH:12][CH:13]=1.[N:37]1[CH:42]=[CH:41][CH:40]=[CH:39][C:38]=1[C:43]1([NH2:46])[CH2:45][CH2:44]1.CN(C(ON1N=NC2C=CC=NC1=2)=[N+](C)C)C.F[P-](F)(F)(F)(F)F. The catalyst is CN(C=O)C. The product is [Cl:1][C:2]1[CH:7]=[CH:6][CH:5]=[CH:4][C:3]=1[C:8]1[CH:13]=[CH:12][C:11]([C:14]2[CH:15]=[CH:16][C:17]3[O:21][C:20]([C:22]4[CH:23]=[CH:24][C:25]([F:28])=[CH:26][CH:27]=4)=[C:19]([C:29]([NH:30][CH3:31])=[O:32])[C:18]=3[CH:33]=2)=[CH:10][C:9]=1[C:34](=[O:36])[NH:46][C:43]1([C:38]2[CH:39]=[CH:40][CH:41]=[CH:42][N:37]=2)[CH2:45][CH2:44]1. The yield is 0.700. (3) The reactants are [O:1]1[C:5]2[CH:6]=[CH:7][CH:8]=[CH:9][C:4]=2[N:3]=[C:2]1[CH:10]([C@@H:12]([NH:15][C:16](=[O:39])[C@@H:17]([NH:29][C:30]1[CH:35]=[CH:34][CH:33]=[CH:32][C:31]=1[N+:36]([O-:38])=[O:37])[CH2:18][S:19]([CH2:22][C:23]1[CH:28]=[CH:27][CH:26]=[CH:25][CH:24]=1)(=[O:21])=[O:20])[CH2:13][CH3:14])[OH:11].CC(OI1(OC(C)=O)(OC(C)=O)OC(=O)C2C=CC=CC1=2)=O.[O-]S([O-])(=S)=O.[Na+].[Na+]. The catalyst is ClCCl.C([O-])(O)=O.[Na+]. The product is [O:1]1[C:5]2[CH:6]=[CH:7][CH:8]=[CH:9][C:4]=2[N:3]=[C:2]1[C:10]([C@@H:12]([NH:15][C:16](=[O:39])[C@@H:17]([NH:29][C:30]1[CH:35]=[CH:34][CH:33]=[CH:32][C:31]=1[N+:36]([O-:38])=[O:37])[CH2:18][S:19]([CH2:22][C:23]1[CH:24]=[CH:25][CH:26]=[CH:27][CH:28]=1)(=[O:21])=[O:20])[CH2:13][CH3:14])=[O:11]. The yield is 0.440.